Dataset: NCI-60 drug combinations with 297,098 pairs across 59 cell lines. Task: Regression. Given two drug SMILES strings and cell line genomic features, predict the synergy score measuring deviation from expected non-interaction effect. (1) Drug 1: CC1CCC2CC(C(=CC=CC=CC(CC(C(=O)C(C(C(=CC(C(=O)CC(OC(=O)C3CCCCN3C(=O)C(=O)C1(O2)O)C(C)CC4CCC(C(C4)OC)O)C)C)O)OC)C)C)C)OC. Drug 2: C1=CC=C(C(=C1)C(C2=CC=C(C=C2)Cl)C(Cl)Cl)Cl. Cell line: CCRF-CEM. Synergy scores: CSS=5.09, Synergy_ZIP=1.30, Synergy_Bliss=3.08, Synergy_Loewe=-11.8, Synergy_HSA=0.716. (2) Drug 1: C1=C(C(=O)NC(=O)N1)F. Drug 2: C1=NC2=C(N1)C(=S)N=C(N2)N. Cell line: SN12C. Synergy scores: CSS=26.7, Synergy_ZIP=-4.98, Synergy_Bliss=-4.83, Synergy_Loewe=-1.49, Synergy_HSA=1.07. (3) Cell line: NCI-H522. Synergy scores: CSS=-3.13, Synergy_ZIP=-0.214, Synergy_Bliss=-4.88, Synergy_Loewe=-2.27, Synergy_HSA=-6.23. Drug 2: C1CN(P(=O)(OC1)NCCCl)CCCl. Drug 1: C1=CC(=CC=C1C#N)C(C2=CC=C(C=C2)C#N)N3C=NC=N3. (4) Drug 1: C1=CC(=CC=C1C#N)C(C2=CC=C(C=C2)C#N)N3C=NC=N3. Drug 2: CC(C)NC(=O)C1=CC=C(C=C1)CNNC.Cl. Cell line: NCI-H322M. Synergy scores: CSS=1.03, Synergy_ZIP=-0.338, Synergy_Bliss=0.864, Synergy_Loewe=0.450, Synergy_HSA=0.477. (5) Drug 1: CC1=C(C(=CC=C1)Cl)NC(=O)C2=CN=C(S2)NC3=CC(=NC(=N3)C)N4CCN(CC4)CCO. Drug 2: CC12CCC3C(C1CCC2O)C(CC4=C3C=CC(=C4)O)CCCCCCCCCS(=O)CCCC(C(F)(F)F)(F)F. Cell line: NCI-H226. Synergy scores: CSS=-1.09, Synergy_ZIP=0.588, Synergy_Bliss=1.59, Synergy_Loewe=0.174, Synergy_HSA=0.443. (6) Drug 1: CC1CCC2CC(C(=CC=CC=CC(CC(C(=O)C(C(C(=CC(C(=O)CC(OC(=O)C3CCCCN3C(=O)C(=O)C1(O2)O)C(C)CC4CCC(C(C4)OC)OCCO)C)C)O)OC)C)C)C)OC. Drug 2: CC12CCC3C(C1CCC2OP(=O)(O)O)CCC4=C3C=CC(=C4)OC(=O)N(CCCl)CCCl.[Na+]. Cell line: NCI-H226. Synergy scores: CSS=5.97, Synergy_ZIP=-0.155, Synergy_Bliss=6.29, Synergy_Loewe=1.88, Synergy_HSA=2.96.